Dataset: NCI-60 drug combinations with 297,098 pairs across 59 cell lines. Task: Regression. Given two drug SMILES strings and cell line genomic features, predict the synergy score measuring deviation from expected non-interaction effect. (1) Drug 1: C1CC(=O)NC(=O)C1N2CC3=C(C2=O)C=CC=C3N. Drug 2: CC1=C(N=C(N=C1N)C(CC(=O)N)NCC(C(=O)N)N)C(=O)NC(C(C2=CN=CN2)OC3C(C(C(C(O3)CO)O)O)OC4C(C(C(C(O4)CO)O)OC(=O)N)O)C(=O)NC(C)C(C(C)C(=O)NC(C(C)O)C(=O)NCCC5=NC(=CS5)C6=NC(=CS6)C(=O)NCCC[S+](C)C)O. Cell line: MOLT-4. Synergy scores: CSS=-11.6, Synergy_ZIP=6.41, Synergy_Bliss=6.55, Synergy_Loewe=-7.72, Synergy_HSA=-3.68. (2) Drug 1: C1CCN(CC1)CCOC2=CC=C(C=C2)C(=O)C3=C(SC4=C3C=CC(=C4)O)C5=CC=C(C=C5)O. Drug 2: CC1C(C(CC(O1)OC2CC(CC3=C2C(=C4C(=C3O)C(=O)C5=C(C4=O)C(=CC=C5)OC)O)(C(=O)C)O)N)O.Cl. Cell line: LOX IMVI. Synergy scores: CSS=26.9, Synergy_ZIP=-0.346, Synergy_Bliss=0.581, Synergy_Loewe=4.10, Synergy_HSA=3.68.